This data is from Reaction yield outcomes from USPTO patents with 853,638 reactions. The task is: Predict the reaction yield, written as a fraction of the theoretical maximum amount of product (1.0 means a 100% yield; for example, 0.34 means a 34% yield). The yield is 0.300. The product is [CH2:33]([NH:32][CH2:18][CH3:9])[CH3:34].[CH3:19][O:20][C:21]1[CH:22]=[C:23]([CH:24]=[CH:25][CH:26]=1)[O:27][CH2:8][C:9]1[CH:18]=[CH:17][C:12]([C:13]([NH:46][S:43]([CH3:42])(=[O:45])=[O:44])=[O:14])=[CH:11][CH:10]=1. The reactants are C(=O)([O-])[O-].[K+].[K+].Br[CH2:8][C:9]1[CH:18]=[CH:17][C:12]([C:13](OC)=[O:14])=[CH:11][CH:10]=1.[CH3:19][O:20][C:21]1[CH:22]=[C:23]([OH:27])[CH:24]=[CH:25][CH:26]=1.[OH-].[Li+].Cl.C[N:32](C)[CH2:33][CH2:34]CN=C=NCC.[CH3:42][S:43]([NH2:46])(=[O:45])=[O:44]. The catalyst is CN(C=O)C.CN(C)C1C=CN=CC=1.C(Cl)Cl.O.